From a dataset of Full USPTO retrosynthesis dataset with 1.9M reactions from patents (1976-2016). Predict the reactants needed to synthesize the given product. Given the product [CH2:29]([N:32]1[C:36]([CH2:37][S:38]([C:40]2[CH:41]=[CH:42][C:43]([NH2:44])=[CH:45][CH:46]=2)=[O:39])=[CH:35][N:34]=[CH:33]1)[CH2:30][CH3:31], predict the reactants needed to synthesize it. The reactants are: C1(C)C=CC(C([C@](C(O)=O)(O)[C@](C(C2C=CC(C)=CC=2)=O)(O)C(O)=O)=O)=CC=1.[CH2:29]([N:32]1[C:36]([CH2:37][S:38]([C:40]2[CH:46]=[CH:45][C:43]([NH2:44])=[CH:42][CH:41]=2)=[O:39])=[CH:35][N:34]=[CH:33]1)[CH2:30][CH3:31].